From a dataset of NCI-60 drug combinations with 297,098 pairs across 59 cell lines. Regression. Given two drug SMILES strings and cell line genomic features, predict the synergy score measuring deviation from expected non-interaction effect. (1) Drug 1: CC1=C(C=C(C=C1)C(=O)NC2=CC(=CC(=C2)C(F)(F)F)N3C=C(N=C3)C)NC4=NC=CC(=N4)C5=CN=CC=C5. Drug 2: CC(C)NC(=O)C1=CC=C(C=C1)CNNC.Cl. Cell line: COLO 205. Synergy scores: CSS=-5.24, Synergy_ZIP=6.42, Synergy_Bliss=6.60, Synergy_Loewe=4.42, Synergy_HSA=-2.65. (2) Drug 1: CC(C1=C(C=CC(=C1Cl)F)Cl)OC2=C(N=CC(=C2)C3=CN(N=C3)C4CCNCC4)N. Drug 2: C#CCC(CC1=CN=C2C(=N1)C(=NC(=N2)N)N)C3=CC=C(C=C3)C(=O)NC(CCC(=O)O)C(=O)O. Cell line: A498. Synergy scores: CSS=9.51, Synergy_ZIP=-3.10, Synergy_Bliss=-0.0202, Synergy_Loewe=-1.69, Synergy_HSA=0.168. (3) Drug 1: CC1=C(C=C(C=C1)NC2=NC=CC(=N2)N(C)C3=CC4=NN(C(=C4C=C3)C)C)S(=O)(=O)N.Cl. Drug 2: C1CCC(C(C1)N)N.C(=O)(C(=O)[O-])[O-].[Pt+4]. Cell line: T-47D. Synergy scores: CSS=13.0, Synergy_ZIP=-1.35, Synergy_Bliss=5.51, Synergy_Loewe=4.13, Synergy_HSA=6.74.